The task is: Regression. Given two drug SMILES strings and cell line genomic features, predict the synergy score measuring deviation from expected non-interaction effect.. This data is from NCI-60 drug combinations with 297,098 pairs across 59 cell lines. (1) Drug 1: C1C(C(OC1N2C=NC3=C(N=C(N=C32)Cl)N)CO)O. Drug 2: CC(C)CN1C=NC2=C1C3=CC=CC=C3N=C2N. Cell line: A498. Synergy scores: CSS=12.5, Synergy_ZIP=-4.85, Synergy_Bliss=-7.09, Synergy_Loewe=-7.51, Synergy_HSA=-8.31. (2) Drug 1: CC1=CC2C(CCC3(C2CCC3(C(=O)C)OC(=O)C)C)C4(C1=CC(=O)CC4)C. Drug 2: CC1=C(N=C(N=C1N)C(CC(=O)N)NCC(C(=O)N)N)C(=O)NC(C(C2=CN=CN2)OC3C(C(C(C(O3)CO)O)O)OC4C(C(C(C(O4)CO)O)OC(=O)N)O)C(=O)NC(C)C(C(C)C(=O)NC(C(C)O)C(=O)NCCC5=NC(=CS5)C6=NC(=CS6)C(=O)NCCC[S+](C)C)O. Cell line: NCI-H226. Synergy scores: CSS=18.1, Synergy_ZIP=-3.47, Synergy_Bliss=0.417, Synergy_Loewe=-58.4, Synergy_HSA=-6.27.